This data is from Catalyst prediction with 721,799 reactions and 888 catalyst types from USPTO. The task is: Predict which catalyst facilitates the given reaction. Reactant: [H-].[H-].[H-].[H-].[Li+].[Al+3].[Al+3].[Cl-].[Cl-].[Cl-].[F:11][C:12]([F:28])([F:27])[C:13]1[CH:14]=[C:15]2[C:19](=[CH:20][CH:21]=1)[NH:18][CH:17]=[C:16]2[C:22](=O)[C:23]([NH2:25])=O.[OH-].[Na+]. The catalyst class is: 1. Product: [F:27][C:12]([F:11])([F:28])[C:13]1[CH:14]=[C:15]2[C:19]([NH:18][CH:17]=[C:16]2[CH2:22][CH2:23][NH2:25])=[CH:20][CH:21]=1.